This data is from Catalyst prediction with 721,799 reactions and 888 catalyst types from USPTO. The task is: Predict which catalyst facilitates the given reaction. (1) Reactant: [C:1]([OH:11])(=O)[CH2:2][CH2:3][C:4]1[CH:9]=[CH:8][CH:7]=[CH:6][CH:5]=1.CN(C=O)C.C(Cl)(C([Cl:21])=O)=O. Product: [C:4]1([CH2:3][CH2:2][C:1]([Cl:21])=[O:11])[CH:9]=[CH:8][CH:7]=[CH:6][CH:5]=1. The catalyst class is: 2. (2) Reactant: C1C(=O)N([Br:8])C(=O)C1.[NH2:9][C:10]1[CH:11]=[C:12]([N:19]2[CH2:24][CH2:23][N:22]([C:25]([O:27][C:28]([CH3:31])([CH3:30])[CH3:29])=[O:26])[CH2:21][CH2:20]2)[CH:13]=[N:14][C:15]=1[N+:16]([O-:18])=[O:17]. Product: [NH2:9][C:10]1[CH:11]=[C:12]([N:19]2[CH2:20][CH2:21][N:22]([C:25]([O:27][C:28]([CH3:31])([CH3:30])[CH3:29])=[O:26])[CH2:23][CH2:24]2)[C:13]([Br:8])=[N:14][C:15]=1[N+:16]([O-:18])=[O:17]. The catalyst class is: 68. (3) Reactant: [Br:1][C:2]1[CH:3]=[CH:4][CH:5]=[C:6]2[C:11]=1[N:10]=[C:9](Cl)[CH:8]=[N:7]2.[C:13]([NH2:17])([CH3:16])([CH3:15])[CH3:14].C(Cl)Cl. Product: [Br:1][C:2]1[CH:3]=[CH:4][CH:5]=[C:6]2[C:11]=1[N:10]=[C:9]([NH:17][C:13]([CH3:16])([CH3:15])[CH3:14])[CH:8]=[N:7]2. The catalyst class is: 16. (4) Reactant: [F:1][C:2]1[CH:3]=[C:4]([C:14]2[CH:19]=[CH:18][C:17]([C:20]([F:23])([F:22])[F:21])=[CH:16][CH:15]=2)[CH:5]=[C:6]([N+:11]([O-])=O)[C:7]=1[NH:8][CH:9]=[O:10]. Product: [NH2:11][C:6]1[CH:5]=[C:4]([C:14]2[CH:15]=[CH:16][C:17]([C:20]([F:23])([F:21])[F:22])=[CH:18][CH:19]=2)[CH:3]=[C:2]([F:1])[C:7]=1[NH:8][CH:9]=[O:10]. The catalyst class is: 19. (5) Reactant: C(N(CC)CC)C.ClC(OCC(C)C)=O.[Cl:16][C:17]1[CH:25]=[CH:24][C:20]([C:21]([OH:23])=O)=[CH:19][N:18]=1.[F:26][C:27]([F:31])([F:30])[CH2:28][NH2:29]. Product: [Cl:16][C:17]1[CH:25]=[CH:24][C:20]([C:21]([NH:29][CH2:28][C:27]([F:31])([F:30])[F:26])=[O:23])=[CH:19][N:18]=1. The catalyst class is: 192. (6) Reactant: [CH3:1][CH2:2][Mg+].[Br-].CON(C)[C:8]([C:10]1[CH:11]=[CH:12][C:13]2[O:17][CH:16]=[N:15][C:14]=2[CH:18]=1)=[O:9]. Product: [O:17]1[C:13]2[CH:12]=[CH:11][C:10]([C:8](=[O:9])[CH2:2][CH3:1])=[CH:18][C:14]=2[N:15]=[CH:16]1. The catalyst class is: 1. (7) Reactant: N12CCCN=C1CCCCC2.Cl.[NH2:13][CH2:14][C:15]1[CH:23]=[CH:22][CH:21]=[C:20]2[C:16]=1[C:17](=[O:33])[N:18]([CH:25]1[CH2:30][CH2:29][C:28](=[O:31])[NH:27][C:26]1=[O:32])[C:19]2=[O:24].[CH3:34][N:35]1[C:39]([CH3:40])=[CH:38][C:37]([C:41](Cl)=[O:42])=[N:36]1. Product: [O:32]=[C:26]1[CH:25]([N:18]2[C:17](=[O:33])[C:16]3[C:20](=[CH:21][CH:22]=[CH:23][C:15]=3[CH2:14][NH:13][C:41]([C:37]3[CH:38]=[C:39]([CH3:40])[N:35]([CH3:34])[N:36]=3)=[O:42])[C:19]2=[O:24])[CH2:30][CH2:29][C:28](=[O:31])[NH:27]1. The catalyst class is: 10. (8) Reactant: [H-].[Al+3].[Li+].[H-].[H-].[H-].[CH3:7][C:8]1[CH:22]=[C:11]2[C:12]([C@@H:16]3[CH2:18][C@H:17]3[CH:19]=[N:20]O)=[CH:13][CH:14]=[CH:15][N:10]2[N:9]=1.O.O.O.O.O.O.O.O.O.O.S([O-])([O-])(=O)=O.[Na+].[Na+]. Product: [CH3:7][C:8]1[CH:22]=[C:11]2[C:12]([C@@H:16]3[CH2:18][C@H:17]3[CH2:19][NH2:20])=[CH:13][CH:14]=[CH:15][N:10]2[N:9]=1. The catalyst class is: 7.